From a dataset of Full USPTO retrosynthesis dataset with 1.9M reactions from patents (1976-2016). Predict the reactants needed to synthesize the given product. (1) Given the product [CH3:42][O:41][C:39]([C:29]1[S:30][C:31]([C:33]2[CH:34]=[CH:35][CH:36]=[CH:37][CH:38]=2)=[CH:32][C:28]=1[N:18]([C:19]([CH:21]1[CH2:26][CH2:25][CH:24]([CH3:27])[CH2:23][CH2:22]1)=[O:20])[CH2:17][CH:14]1[CH2:15][CH2:16][N:11]([CH3:9])[CH2:12][CH2:13]1)=[O:40], predict the reactants needed to synthesize it. The reactants are: C(O[C:9]([N:11]1[CH2:16][CH2:15][CH:14]([CH2:17][N:18]([C:28]2[CH:32]=[C:31]([C:33]3[CH:38]=[CH:37][CH:36]=[CH:35][CH:34]=3)[S:30][C:29]=2[C:39]([O:41][CH3:42])=[O:40])[C:19]([CH:21]2[CH2:26][CH2:25][CH:24]([CH3:27])[CH2:23][CH2:22]2)=[O:20])[CH2:13][CH2:12]1)=O)C1C=CC=CC=1.C=O. (2) Given the product [C:26]([C:25]1[CH:28]=[C:21]([C:19]2[O:18][N:17]=[C:16]([C:14]3[CH:13]=[CH:12][C:9]4[CH2:10][CH2:11][N:5]([CH2:4][CH2:3][NH:2][C:33](=[O:35])[CH3:34])[CH2:6][CH2:7][C:8]=4[CH:15]=3)[N:20]=2)[CH:22]=[CH:23][C:24]=1[O:29][CH:30]([CH3:32])[CH3:31])#[N:27], predict the reactants needed to synthesize it. The reactants are: Cl.[NH2:2][CH2:3][CH2:4][N:5]1[CH2:11][CH2:10][C:9]2[CH:12]=[CH:13][C:14]([C:16]3[N:20]=[C:19]([C:21]4[CH:22]=[CH:23][C:24]([O:29][CH:30]([CH3:32])[CH3:31])=[C:25]([CH:28]=4)[C:26]#[N:27])[O:18][N:17]=3)=[CH:15][C:8]=2[CH2:7][CH2:6]1.[C:33](Cl)(=[O:35])[CH3:34]. (3) Given the product [F:32][C:2]([F:1])([F:31])[S:3]([O:6][C:7]1[CH:12]=[C:11]([OH:35])[C:10]([C:13]2[N:14]=[N:15][C:16]([O:19][CH:20]3[CH2:25][C:24]([CH3:26])([CH3:27])[NH:23][C:22]([CH3:28])([CH3:29])[CH2:21]3)=[CH:17][CH:18]=2)=[C:9]([F:30])[CH:8]=1)(=[O:4])=[O:5], predict the reactants needed to synthesize it. The reactants are: [F:1][C:2]([F:32])([F:31])[S:3]([O:6][C:7]1[CH:12]=[CH:11][C:10]([C:13]2[N:14]=[N:15][C:16]([O:19][CH:20]3[CH2:25][C:24]([CH3:27])([CH3:26])[NH:23][C:22]([CH3:29])([CH3:28])[CH2:21]3)=[CH:17][CH:18]=2)=[C:9]([F:30])[CH:8]=1)(=[O:5])=[O:4].C(OI(C1C=CC=CC=1)OC(=O)C)(=[O:35])C. (4) Given the product [CH2:1]([S:16][CH:17]([CH2:23][CH3:24])[C:18]([OH:20])=[O:19])[CH2:2]/[CH:3]=[CH:4]\[CH2:5]/[CH:6]=[CH:7]\[CH2:8]/[CH:9]=[CH:10]\[CH2:11]/[CH:12]=[CH:13]\[CH2:14][CH3:15], predict the reactants needed to synthesize it. The reactants are: [CH2:1]([S:16][CH:17]([CH2:23][CH3:24])[C:18]([O:20]CC)=[O:19])[CH2:2]/[CH:3]=[CH:4]\[CH2:5]/[CH:6]=[CH:7]\[CH2:8]/[CH:9]=[CH:10]\[CH2:11]/[CH:12]=[CH:13]\[CH2:14][CH3:15].[Li+].[OH-].Cl. (5) Given the product [C:27]([C:24]1[CH:25]=[CH:26][C:21]([F:20])=[CH:22][C:23]=1[O:1][CH:2]1[CH2:3][CH2:4][N:5]([C:8](=[O:19])[CH2:9][O:10][C:11]2[C:12](=[O:18])[N:13]([CH3:17])[N:14]=[CH:15][CH:16]=2)[CH2:6][CH2:7]1)(=[O:29])[CH3:28], predict the reactants needed to synthesize it. The reactants are: [OH:1][CH:2]1[CH2:7][CH2:6][N:5]([C:8](=[O:19])[CH2:9][O:10][C:11]2[C:12](=[O:18])[N:13]([CH3:17])[N:14]=[CH:15][CH:16]=2)[CH2:4][CH2:3]1.[F:20][C:21]1[CH:26]=[CH:25][C:24]([C:27](=[O:29])[CH3:28])=[C:23](O)[CH:22]=1. (6) Given the product [ClH:1].[F:20][C:5]1[C:6]([NH:8][C:9]2[CH:14]=[CH:13][CH:12]=[CH:11][C:10]=2[NH:15][S:16]([CH3:19])(=[O:18])=[O:17])=[N:7][C:2]([NH:24][C:23]2[CH:25]=[CH:26][CH:27]=[CH:28][C:22]=2[F:21])=[N:3][CH:4]=1, predict the reactants needed to synthesize it. The reactants are: [Cl:1][C:2]1[N:7]=[C:6]([NH:8][C:9]2[CH:14]=[CH:13][CH:12]=[CH:11][C:10]=2[NH:15][S:16]([CH3:19])(=[O:18])=[O:17])[C:5]([F:20])=[CH:4][N:3]=1.[F:21][C:22]1[CH:28]=[CH:27][CH:26]=[CH:25][C:23]=1[NH2:24].Cl. (7) The reactants are: [C:1]([O:5][C:6](=[O:18])[N:7]([C:9]1[CH:14]=[C:13]([S:15][CH3:16])[CH:12]=[CH:11][C:10]=1[NH2:17])[CH3:8])([CH3:4])([CH3:3])[CH3:2].[O:19]=[C:20]1[NH:24][C:23](=[O:25])[CH:22]([CH2:26][C:27]2[CH:37]=[CH:36][C:30]([O:31][CH2:32][C:33](O)=[O:34])=[CH:29][CH:28]=2)[S:21]1.C(P(=O)(OCC)OCC)#N. Given the product [C:1]([O:5][C:6](=[O:18])[N:7]([C:9]1[CH:14]=[C:13]([S:15][CH3:16])[CH:12]=[CH:11][C:10]=1[NH:17][C:33](=[O:34])[CH2:32][O:31][C:30]1[CH:29]=[CH:28][C:27]([CH2:26][CH:22]2[S:21][C:20](=[O:19])[NH:24][C:23]2=[O:25])=[CH:37][CH:36]=1)[CH3:8])([CH3:4])([CH3:2])[CH3:3], predict the reactants needed to synthesize it. (8) The reactants are: Br[CH2:2][C:3]([O:5][CH3:6])=[O:4].[NH2:7][C@@H:8]1[CH2:10][C@H:9]1[C:11]1[CH:26]=[CH:25][C:14]([O:15][CH2:16][C:17]2[CH:24]=[CH:23][C:20]([C:21]#[N:22])=[CH:19][CH:18]=2)=[CH:13][CH:12]=1.CCN(C(C)C)C(C)C. Given the product [CH3:6][O:5][C:3](=[O:4])[CH2:2][NH:7][C@@H:8]1[CH2:10][C@H:9]1[C:11]1[CH:12]=[CH:13][C:14]([O:15][CH2:16][C:17]2[CH:24]=[CH:23][C:20]([C:21]#[N:22])=[CH:19][CH:18]=2)=[CH:25][CH:26]=1, predict the reactants needed to synthesize it. (9) Given the product [Cl:58][C:57]1[CH:56]=[C:55]([F:59])[CH:54]=[C:53]([Cl:60])[C:52]=1[C:50]1[N:49]([CH2:61][C@@H:62]2[CH2:67][CH2:66][CH2:65][N:64]([C:68]([O:70][C:71]([CH3:72])([CH3:73])[CH3:74])=[O:69])[CH2:63]2)[C:47]2[N:48]=[C:43]([NH:17][CH2:18][C:19]3[CH:24]=[CH:23][C:22]([F:25])=[C:21]([F:26])[CH:20]=3)[N:44]=[CH:45][C:46]=2[CH:51]=1, predict the reactants needed to synthesize it. The reactants are: ClC1C=C(C)C=CC=1C1N(C[C@@H]2CCCN(C(OC(C)(C)C)=O)C2)C2N=C([NH:17][CH2:18][C:19]3[CH:24]=[CH:23][C:22]([F:25])=[C:21]([F:26])[CH:20]=3)N=CC=2C=1.Cl[C:43]1[N:44]=[CH:45][C:46]2[CH:51]=[C:50]([C:52]3[C:57]([Cl:58])=[CH:56][C:55]([F:59])=[CH:54][C:53]=3[Cl:60])[N:49]([CH2:61][C@@H:62]3[CH2:67][CH2:66][CH2:65][N:64]([C:68]([O:70][C:71]([CH3:74])([CH3:73])[CH3:72])=[O:69])[CH2:63]3)[C:47]=2[N:48]=1.